Dataset: KCNQ2 potassium channel screen with 302,405 compounds. Task: Binary Classification. Given a drug SMILES string, predict its activity (active/inactive) in a high-throughput screening assay against a specified biological target. (1) The drug is O(\N=C(/N)c1ccc(cc1)C)C(=O)c1cc2c(cc1)cccc2. The result is 0 (inactive). (2) The drug is S(=O)(=O)(CCC(=O)NC(CC)C)c1cc2n(c(=O)c(=O)n(c2cc1)C)C. The result is 0 (inactive).